Task: Predict which catalyst facilitates the given reaction.. Dataset: Catalyst prediction with 721,799 reactions and 888 catalyst types from USPTO (1) Reactant: [CH2:1]([O:7][C:8]1[CH:13]=[CH:12][C:11]([C:14]2[CH:19]=[CH:18][CH:17]=[CH:16][CH:15]=2)=[CH:10][CH:9]=1)[CH2:2][CH2:3][CH2:4][C:5]#[CH:6].C([Li])CCC.[F:25][C:26]([F:33])([F:32])[C:27](OCC)=[O:28].B(F)(F)F.CCOCC. Product: [C:11]1([C:14]2[CH:19]=[CH:18][CH:17]=[CH:16][CH:15]=2)[CH:10]=[CH:9][C:8]([O:7][CH2:1][CH2:2][CH2:3][CH2:4][C:5]#[C:6][C:27](=[O:28])[C:26]([F:33])([F:32])[F:25])=[CH:13][CH:12]=1. The catalyst class is: 1. (2) Reactant: C([O-])([O-])=O.[K+].[K+].Br[CH2:8][C:9]1[CH:14]=[CH:13][C:12]([Cl:15])=[CH:11][C:10]=1[F:16].[Br:17][C:18]1[CH:19]=[CH:20][C:21](=[O:24])[NH:22][CH:23]=1. Product: [Cl:15][C:12]1[CH:13]=[CH:14][C:9]([CH2:8][N:22]2[CH:23]=[C:18]([Br:17])[CH:19]=[CH:20][C:21]2=[O:24])=[C:10]([F:16])[CH:11]=1. The catalyst class is: 1.